Dataset: Full USPTO retrosynthesis dataset with 1.9M reactions from patents (1976-2016). Task: Predict the reactants needed to synthesize the given product. (1) The reactants are: [C:1]([S:5]([NH:8][S:9](F)(=[O:11])=[O:10])(=[O:7])=[O:6])([F:4])([F:3])[F:2].FC(F)(F)S(N)(=O)=O.S(Cl)([Cl:23])=O.ClS(O)(=O)=O. Given the product [C:1]([S:5]([NH:8][S:9]([Cl:23])(=[O:11])=[O:10])(=[O:7])=[O:6])([F:4])([F:3])[F:2], predict the reactants needed to synthesize it. (2) Given the product [CH2:1]([O:5][C:6]1[CH:11]=[CH:10][C:9]([C:12]2[S:13][C:14]([S:28]([CH3:22])(=[O:30])=[O:27])=[CH:15][CH:16]=2)=[CH:8][CH:7]=1)[CH2:2][CH2:3][CH3:4], predict the reactants needed to synthesize it. The reactants are: [CH2:1]([O:5][C:6]1[CH:11]=[CH:10][C:9]([C:12]2[S:13][CH:14]=[CH:15][CH:16]=2)=[CH:8][CH:7]=1)[CH2:2][CH2:3][CH3:4].C([Li])CCC.[CH3:22]SSC.O[O:27][S:28]([O-:30])=O.[K+]. (3) Given the product [CH2:44]([N:48]([CH2:52][CH2:53][CH2:54][CH3:55])[CH2:49][CH2:50][NH:51][C:36]([NH:20][C:19]1[CH:21]=[CH:22][C:16]([O:15][C:6]2[C:5]3[C:10](=[CH:11][C:12]([O:13][CH3:14])=[C:3]([O:2][CH3:1])[CH:4]=3)[N:9]=[CH:8][N:7]=2)=[CH:17][C:18]=1[O:23][CH3:24])=[O:42])[CH2:45][CH2:46][CH3:47], predict the reactants needed to synthesize it. The reactants are: [CH3:1][O:2][C:3]1[CH:4]=[C:5]2[C:10](=[CH:11][C:12]=1[O:13][CH3:14])[N:9]=[CH:8][N:7]=[C:6]2[O:15][C:16]1[CH:22]=[CH:21][C:19]([NH2:20])=[C:18]([O:23][CH3:24])[CH:17]=1.C(N(CC)CC)C.ClC(Cl)(O[C:36](=[O:42])OC(Cl)(Cl)Cl)Cl.[CH2:44]([N:48]([CH2:52][CH2:53][CH2:54][CH3:55])[CH2:49][CH2:50][NH2:51])[CH2:45][CH2:46][CH3:47]. (4) Given the product [NH2:1][CH2:4][C:5]1[C:13]2[S:12](=[O:15])(=[O:14])[N:11]=[C:10]([C:16]3[C:17](=[O:34])[C@@:18]([CH2:28][CH2:29][C:30]([CH3:33])([CH3:32])[CH3:31])([CH3:27])[C:19]4[C:24]([C:25]=3[OH:26])=[CH:23][CH:22]=[CH:21][CH:20]=4)[NH:9][C:8]=2[S:7][CH:6]=1, predict the reactants needed to synthesize it. The reactants are: [N:1]([CH2:4][C:5]1[C:13]2[S:12](=[O:15])(=[O:14])[N:11]=[C:10]([C:16]3[C:17](=[O:34])[C@@:18]([CH2:28][CH2:29][C:30]([CH3:33])([CH3:32])[CH3:31])([CH3:27])[C:19]4[C:24]([C:25]=3[OH:26])=[CH:23][CH:22]=[CH:21][CH:20]=4)[NH:9][C:8]=2[S:7][CH:6]=1)=[N+]=[N-].